This data is from CYP2D6 inhibition data for predicting drug metabolism from PubChem BioAssay. The task is: Regression/Classification. Given a drug SMILES string, predict its absorption, distribution, metabolism, or excretion properties. Task type varies by dataset: regression for continuous measurements (e.g., permeability, clearance, half-life) or binary classification for categorical outcomes (e.g., BBB penetration, CYP inhibition). Dataset: cyp2d6_veith. (1) The compound is Cc1ccccc1C(=N)c1ccccc1Cc1cccc2ccccc12. The result is 0 (non-inhibitor). (2) The molecule is O=c1c(-c2ccc(Cl)cc2)nc2cnc(Nc3ccccc3)nc2n1C[C@H]1CCCO1. The result is 0 (non-inhibitor). (3) The molecule is O=C(O)/C=C\c1cnc[nH]1. The result is 0 (non-inhibitor). (4) The compound is Cn1c(=S)c2[nH]c(SCCN3CCCC3)nc2n(C)c1=O. The result is 0 (non-inhibitor). (5) The drug is CN(C)Cc1c[nH]c2ccccc12. The result is 1 (inhibitor). (6) The result is 0 (non-inhibitor). The molecule is CCCCNS(=O)(=O)c1ccc(OC)c(Cl)c1Cl. (7) The compound is O=C(NCCc1ccccn1)c1cc(C(=O)C2CCCCC2)c[nH]1. The result is 0 (non-inhibitor).